This data is from Full USPTO retrosynthesis dataset with 1.9M reactions from patents (1976-2016). The task is: Predict the reactants needed to synthesize the given product. (1) Given the product [C:6]([O:10][C:11]([N:13]1[CH2:18][CH2:17][N:16]([CH2:4][CH2:3][CH2:2][Br:1])[CH2:15][CH2:14]1)=[O:12])([CH3:9])([CH3:7])[CH3:8], predict the reactants needed to synthesize it. The reactants are: [Br:1][CH2:2][CH2:3][CH2:4]Br.[C:6]([O:10][C:11]([N:13]1[CH2:18][CH2:17][NH:16][CH2:15][CH2:14]1)=[O:12])([CH3:9])([CH3:8])[CH3:7].C(N(C(C)C)CC)(C)C.C(=O)(O)[O-].[Na+]. (2) Given the product [CH3:29][O:30][C:31](=[O:43])[C@@H:32]([N:34]([C:10](=[O:12])[C@H:9]([NH:8][C:6]([O:5][C:1]([CH3:2])([CH3:3])[CH3:4])=[O:7])[CH3:13])[CH2:35][C:36]1[CH:37]=[CH:38][C:39]([F:42])=[CH:40][CH:41]=1)[CH3:33], predict the reactants needed to synthesize it. The reactants are: [C:1]([O:5][C:6]([NH:8][C@H:9]([CH3:13])[C:10]([OH:12])=O)=[O:7])([CH3:4])([CH3:3])[CH3:2].CN1CCOCC1.C(OC(Cl)=O)C(C)C.[CH3:29][O:30][C:31](=[O:43])[C@@H:32]([NH:34][CH2:35][C:36]1[CH:41]=[CH:40][C:39]([F:42])=[CH:38][CH:37]=1)[CH3:33]. (3) Given the product [N:8]1[CH:11]=[CH:9][N:1]=[C:2]2[CH:3]=[N:4][CH:5]=[CH:6][C:7]=12, predict the reactants needed to synthesize it. The reactants are: [NH2:1][C:2]1[CH:3]=[N:4][CH:5]=[CH:6][C:7]=1[NH2:8].[CH:9]([CH:11]=O)=O.CCCC(C)C.CCOC(C)=O.[K+].[Br-]. (4) Given the product [CH3:1][C:2]1([CH3:56])[C@@H:5]([C:6]([N:8]2[CH2:9][CH2:10][CH2:11][CH2:12][CH2:13]2)=[O:7])[CH2:4][C@H:3]1[NH:14][C:15]([C@:17]12[CH2:52][CH2:51][C@@H:50]([C:53]3([CH3:55])[CH2:54][O:65]3)[C@@H:18]1[C@@H:19]1[C@@:32]([CH3:35])([CH2:33][CH2:34]2)[C@@:31]2([CH3:36])[C@@H:22]([C@:23]3([CH3:49])[C@@H:28]([CH2:29][CH2:30]2)[C:27]([CH3:37])([CH3:38])[C@@H:26]([O:39][C:40](=[O:48])[CH2:41][C:42]([CH3:46])([CH3:47])[C:43]([OH:45])=[O:44])[CH2:25][CH2:24]3)[CH2:21][CH2:20]1)=[O:16], predict the reactants needed to synthesize it. The reactants are: [CH3:1][C:2]1([CH3:56])[C@@H:5]([C:6]([N:8]2[CH2:13][CH2:12][CH2:11][CH2:10][CH2:9]2)=[O:7])[CH2:4][C@H:3]1[NH:14][C:15]([C@:17]12[CH2:52][CH2:51][C@@H:50]([C:53]([CH3:55])=[CH2:54])[C@@H:18]1[C@@H:19]1[C@@:32]([CH3:35])([CH2:33][CH2:34]2)[C@@:31]2([CH3:36])[C@@H:22]([C@:23]3([CH3:49])[C@@H:28]([CH2:29][CH2:30]2)[C:27]([CH3:38])([CH3:37])[C@@H:26]([O:39][C:40](=[O:48])[CH2:41][C:42]([CH3:47])([CH3:46])[C:43]([OH:45])=[O:44])[CH2:25][CH2:24]3)[CH2:21][CH2:20]1)=[O:16].ClC1C=CC=C(C(OO)=[O:65])C=1. (5) Given the product [CH3:29][N:15]([CH2:14][C@H:11]1[CH2:12][CH2:13][C@H:8]([CH2:7][O:6][CH2:5][CH2:4][CH2:3][CH2:2][N:30]2[CH2:34][CH2:33][CH2:32][CH2:31]2)[CH2:9][CH2:10]1)[S:16]([C:19]1[CH:24]=[CH:23][C:22]([C:25]([F:28])([F:27])[F:26])=[CH:21][CH:20]=1)(=[O:18])=[O:17], predict the reactants needed to synthesize it. The reactants are: Br[CH2:2][CH2:3][CH2:4][CH2:5][O:6][CH2:7][C@H:8]1[CH2:13][CH2:12][C@H:11]([CH2:14][N:15]([CH3:29])[S:16]([C:19]2[CH:24]=[CH:23][C:22]([C:25]([F:28])([F:27])[F:26])=[CH:21][CH:20]=2)(=[O:18])=[O:17])[CH2:10][CH2:9]1.[NH:30]1[CH2:34][CH2:33][CH2:32][CH2:31]1. (6) Given the product [C:38]([OH:41])(=[O:40])/[CH:39]=[CH:33]/[C:32]([OH:35])=[O:34].[F:1][C:2]1[C:7]([C:8]2[S:12][C:11]([CH2:13][NH:14][CH3:15])=[CH:10][C:9]=2[S:23]([C:26]2[CH:27]=[N:28][CH:29]=[CH:30][CH:31]=2)(=[O:24])=[O:25])=[CH:6][CH:5]=[CH:4][N:3]=1, predict the reactants needed to synthesize it. The reactants are: [F:1][C:2]1[C:7]([C:8]2[S:12][C:11]([CH2:13][N:14](C)[C:15](=O)OC(C)(C)C)=[CH:10][C:9]=2[S:23]([C:26]2[CH:27]=[N:28][CH:29]=[CH:30][CH:31]=2)(=[O:25])=[O:24])=[CH:6][CH:5]=[CH:4][N:3]=1.[C:32]([O:35]CC)(=[O:34])[CH3:33].[C:38]([O:41]CC)(=[O:40])[CH3:39].Cl. (7) Given the product [O:1]1[C:5]2[CH:6]=[CH:7][C:8]([N:10]([CH3:35])[C:11](=[O:34])[C@@H:12]([NH:20][C:21]([NH:23][S:24]([C:27]3[CH:32]=[CH:31][CH:30]=[CH:29][C:28]=3[C:37]([CH3:41])=[CH2:36])(=[O:26])=[O:25])=[O:22])[CH2:13][C:14]3[CH:19]=[CH:18][CH:17]=[CH:16][CH:15]=3)=[CH:9][C:4]=2[O:3][CH2:2]1, predict the reactants needed to synthesize it. The reactants are: [O:1]1[C:5]2[CH:6]=[CH:7][C:8]([N:10]([CH3:35])[C:11](=[O:34])[C@@H:12]([NH:20][C:21]([NH:23][S:24]([C:27]3[CH:32]=[CH:31][CH:30]=[CH:29][C:28]=3Br)(=[O:26])=[O:25])=[O:22])[CH2:13][C:14]3[CH:19]=[CH:18][CH:17]=[CH:16][CH:15]=3)=[CH:9][C:4]=2[O:3][CH2:2]1.[CH3:36][C:37]1(C)[C:41](C)(C)OB(C(C)=C)O1.C([O-])([O-])=O.[K+].[K+]. (8) Given the product [N:31]1([C:29]([C:26]2[CH:27]=[CH:28][C:23]([NH:22][C:15]3[N:14]=[C:13]([N:9]4[CH2:10][CH2:11][CH2:12][C@@H:7]([N:6]5[CH2:2][CH2:3][NH:4][C:5]5=[O:37])[CH2:8]4)[CH:21]=[CH:20][C:16]=3[C:17]([NH2:19])=[O:18])=[CH:24][CH:25]=2)=[O:30])[CH2:36][CH2:35][O:34][CH2:33][CH2:32]1, predict the reactants needed to synthesize it. The reactants are: Cl[CH2:2][CH2:3][NH:4][C:5](=[O:37])[NH:6][C@@H:7]1[CH2:12][CH2:11][CH2:10][N:9]([C:13]2[CH:21]=[CH:20][C:16]([C:17]([NH2:19])=[O:18])=[C:15]([NH:22][C:23]3[CH:28]=[CH:27][C:26]([C:29]([N:31]4[CH2:36][CH2:35][O:34][CH2:33][CH2:32]4)=[O:30])=[CH:25][CH:24]=3)[N:14]=2)[CH2:8]1.[H-].[Na+]. (9) Given the product [I:1][C:2]1[CH:3]=[C:4]2[C:9](=[CH:10][CH:11]=1)[N:8]=[CH:7][N:6]=[C:5]2[O:12][CH:28]1[CH2:29][CH2:30][CH2:31][CH2:32][O:27]1, predict the reactants needed to synthesize it. The reactants are: [I:1][C:2]1[CH:3]=[C:4]2[C:9](=[CH:10][CH:11]=1)[N:8]=[CH:7][N:6]=[C:5]2[OH:12].C1(C)C=CC=CC=1.FC(F)(F)C(O)=O.[O:27]1[CH:32]=[CH:31][CH2:30][CH2:29][CH2:28]1.